The task is: Predict which catalyst facilitates the given reaction.. This data is from Catalyst prediction with 721,799 reactions and 888 catalyst types from USPTO. (1) Product: [Br-:34].[CH2:27]([N+:12]1[CH:13]=[CH:14][C:9]([N:7]2[CH:8]=[CH:3][C:4](=[O:26])[C:5]([C:15]3[N:19]([C:20]4[CH:21]=[CH:22][CH:23]=[CH:24][CH:25]=4)[N:18]=[CH:17][CH:16]=3)=[N:6]2)=[CH:10][CH:11]=1)[C:28]1[CH:33]=[CH:32][CH:31]=[CH:30][CH:29]=1. Reactant: CO[C:3]1[C:4](=[O:26])[C:5]([C:15]2[N:19]([C:20]3[CH:25]=[CH:24][CH:23]=[CH:22][CH:21]=3)[N:18]=[CH:17][CH:16]=2)=[N:6][N:7]([C:9]2[CH:14]=[CH:13][N:12]=[CH:11][CH:10]=2)[CH:8]=1.[CH2:27]([Br:34])[C:28]1[CH:33]=[CH:32][CH:31]=[CH:30][CH:29]=1. The catalyst class is: 10. (2) The catalyst class is: 15. Reactant: [C:1]1(=[O:7])O[C:4](=[O:5])[CH:3]=[CH:2]1.[CH:8]([NH:11][NH2:12])([CH3:10])[CH3:9]. Product: [OH:7][C:1]1[CH:2]=[CH:3][C:4](=[O:5])[N:11]([CH:8]([CH3:10])[CH3:9])[N:12]=1. (3) Reactant: CN(C=O)C.[N:6]1([CH2:10][C@@H:11]2[CH2:14][C@H:13]([N:15]3[C:19]4[N:20]=[CH:21][N:22]=[C:23]([NH2:24])[C:18]=4[C:17](I)=[CH:16]3)[CH2:12]2)[CH2:9][CH2:8][CH2:7]1.[C:26]1([C:32]2[CH:41]=[CH:40][C:39]3[C:34](=[CH:35][C:36](B4OC(C)(C)C(C)(C)C4)=[CH:37][CH:38]=3)[N:33]=2)[CH:31]=[CH:30][CH:29]=[CH:28][CH:27]=1.C([O-])([O-])=O.[Na+].[Na+]. Product: [N:6]1([CH2:10][C@@H:11]2[CH2:14][C@H:13]([N:15]3[C:19]4[N:20]=[CH:21][N:22]=[C:23]([NH2:24])[C:18]=4[C:17]([C:36]4[CH:35]=[C:34]5[C:39]([CH:40]=[CH:41][C:32]([C:26]6[CH:31]=[CH:30][CH:29]=[CH:28][CH:27]=6)=[N:33]5)=[CH:38][CH:37]=4)=[CH:16]3)[CH2:12]2)[CH2:9][CH2:8][CH2:7]1. The catalyst class is: 103. (4) The catalyst class is: 2. Reactant: [C:1]([C:5]1[CH:18]=[CH:17][CH:16]=[CH:15][C:6]=1[O:7][C:8]1[CH:13]=[CH:12][CH:11]=[CH:10][C:9]=1[NH2:14])([CH3:4])([CH3:3])[CH3:2].[C:19](C1NC=CN=1)(C1NC=CN=1)=[S:20]. Product: [C:1]([C:5]1[CH:18]=[CH:17][CH:16]=[CH:15][C:6]=1[O:7][C:8]1[CH:13]=[CH:12][CH:11]=[CH:10][C:9]=1[N:14]=[C:19]=[S:20])([CH3:4])([CH3:2])[CH3:3]. (5) Reactant: [F:1][C:2]1[C:10]([N:11]2C(=O)C3=CC=CC=C3C2=O)=[CH:9][CH:8]=[C:7]2[C:3]=1[CH:4]=[C:5]([CH3:22])[NH:6]2.O.NN.C(NN)(=O)C1C(=CC=CC=1)C(NN)=O. Product: [NH2:11][C:10]1[C:2]([F:1])=[C:3]2[C:7](=[CH:8][CH:9]=1)[NH:6][C:5]([CH3:22])=[CH:4]2. The catalyst class is: 5.